From a dataset of Catalyst prediction with 721,799 reactions and 888 catalyst types from USPTO. Predict which catalyst facilitates the given reaction. (1) Reactant: [Li][CH2:2]CCC.[Br:6][C:7]1[CH:8]=[C:9]([C:13]2[S:14][C:15]([CH3:19])=[C:16]([CH3:18])[CH:17]=2)[S:10][C:11]=1Br.IC. Product: [Br:6][C:7]1[CH:8]=[C:9]([C:13]2[S:14][C:15]([CH3:19])=[C:16]([CH3:18])[CH:17]=2)[S:10][C:11]=1[CH3:2]. The catalyst class is: 1. (2) Reactant: Br.Br[CH2:3][C:4]([C:6]1[CH:11]=[CH:10][N:9]=[CH:8][CH:7]=1)=O.[CH2:12]([NH:14][C:15]([NH2:17])=[S:16])[CH3:13]. Product: [CH2:12]([NH:14][C:15]1[S:16][CH:3]=[C:4]([C:6]2[CH:11]=[CH:10][N:9]=[CH:8][CH:7]=2)[N:17]=1)[CH3:13]. The catalyst class is: 8. (3) Product: [N:15]([C:12]1[CH:11]=[CH:10][C:9]([O:8][C:3]2[C:2]([CH3:1])=[CH:7][CH:6]=[CH:5][N:4]=2)=[CH:14][CH:13]=1)=[C:16]=[S:31]. Reactant: [CH3:1][C:2]1[C:3]([O:8][C:9]2[CH:14]=[CH:13][C:12]([NH2:15])=[CH:11][CH:10]=2)=[N:4][CH:5]=[CH:6][CH:7]=1.[C:16](=[S:31])(OC1C=CC=CN=1)OC1C=CC=CN=1. The catalyst class is: 2.